This data is from Forward reaction prediction with 1.9M reactions from USPTO patents (1976-2016). The task is: Predict the product of the given reaction. (1) Given the reactants O.[OH-].[Li+].C[O:5][C:6](=[O:40])[CH2:7][C:8]1[C:17]([CH3:18])=[C:16]([C:19]2[CH:24]=[CH:23][C:22]([S:25]([C:28]3[CH:33]=[CH:32][CH:31]=[CH:30][C:29]=3[O:34][C:35]([F:38])([F:37])[F:36])(=[O:27])=[O:26])=[CH:21][CH:20]=2)[C:15]2[C:10](=[CH:11][CH:12]=[C:13]([F:39])[CH:14]=2)[CH:9]=1, predict the reaction product. The product is: [F:39][C:13]1[CH:14]=[C:15]2[C:10](=[CH:11][CH:12]=1)[CH:9]=[C:8]([CH2:7][C:6]([OH:40])=[O:5])[C:17]([CH3:18])=[C:16]2[C:19]1[CH:20]=[CH:21][C:22]([S:25]([C:28]2[CH:33]=[CH:32][CH:31]=[CH:30][C:29]=2[O:34][C:35]([F:37])([F:36])[F:38])(=[O:27])=[O:26])=[CH:23][CH:24]=1. (2) Given the reactants [Cl:1][C:2]1[CH:3]=[C:4]([OH:28])[CH:5]=[C:6]([C:10]2[N:11]=[C:12]([CH2:15][CH2:16][O:17][C:18]3[CH:23]=[CH:22][C:21]([C:24]([F:27])([F:26])[F:25])=[CH:20][N:19]=3)[S:13][CH:14]=2)[C:7]=1[O:8][CH3:9].Br[CH2:30][CH:31]=[C:32]([Cl:34])[Cl:33].C(=O)([O-])[O-].[K+].[K+], predict the reaction product. The product is: [Cl:1][C:2]1[C:7]([O:8][CH3:9])=[C:6]([C:10]2[N:11]=[C:12]([CH2:15][CH2:16][O:17][C:18]3[CH:23]=[CH:22][C:21]([C:24]([F:25])([F:26])[F:27])=[CH:20][N:19]=3)[S:13][CH:14]=2)[CH:5]=[C:4]([O:28][CH2:30][CH:31]=[C:32]([Cl:34])[Cl:33])[CH:3]=1. (3) The product is: [Cl:1][C:2]1[C:3]([N:8]2[C:12]([C:13]([OH:15])=[O:14])=[CH:11][C:10]([O:17][C:18]([F:27])([F:26])[CH:19]([F:25])[O:20][C:21]([F:23])([F:24])[F:22])=[N:9]2)=[N:4][CH:5]=[CH:6][CH:7]=1. Given the reactants [Cl:1][C:2]1[C:3]([N:8]2[C:12]([C:13]([O:15]C)=[O:14])=[CH:11][C:10]([O:17][C:18]([F:27])([F:26])[CH:19]([F:25])[O:20][C:21]([F:24])([F:23])[F:22])=[N:9]2)=[N:4][CH:5]=[CH:6][CH:7]=1.CO.[OH-].[Na+], predict the reaction product. (4) Given the reactants [Br:1][C:2]1[C:10]2[O:9][CH:8]([CH2:11][OH:12])[CH2:7][C:6]=2[C:5]([F:13])=[CH:4][CH:3]=1.[C:14]1([CH3:24])[CH:19]=[CH:18][C:17]([S:20](Cl)(=[O:22])=[O:21])=[CH:16][CH:15]=1, predict the reaction product. The product is: [CH3:24][C:14]1[CH:19]=[CH:18][C:17]([S:20]([O:12][CH2:11][CH:8]2[CH2:7][C:6]3[C:5]([F:13])=[CH:4][CH:3]=[C:2]([Br:1])[C:10]=3[O:9]2)(=[O:22])=[O:21])=[CH:16][CH:15]=1.